Dataset: Reaction yield outcomes from USPTO patents with 853,638 reactions. Task: Predict the reaction yield, written as a fraction of the theoretical maximum amount of product (1.0 means a 100% yield; for example, 0.34 means a 34% yield). (1) The reactants are [F:1][C:2]([F:33])([F:32])[C:3]1[CH:4]=[C:5]([NH:9][C:10]([N:12]2[C:20]3[C:15](=[CH:16][C:17]([O:21][C:22]4[C:23]5[CH2:31][CH2:30][NH:29][CH2:28][C:24]=5[N:25]=[CH:26][N:27]=4)=[CH:18][CH:19]=3)[CH:14]=[CH:13]2)=[O:11])[CH:6]=[CH:7][CH:8]=1.CN(C(ON1N=NC2C=CC=NC1=2)=[N+](C)C)C.F[P-](F)(F)(F)(F)F.CCN(C(C)C)C(C)C.Cl.[CH2:68]([N:70]([CH2:76][CH3:77])[CH2:71][CH2:72][C:73](O)=[O:74])[CH3:69]. The catalyst is CN(C=O)C. The product is [NH4+:9].[OH-:11].[F:33][C:2]([F:1])([F:32])[C:3]1[CH:4]=[C:5]([NH:9][C:10]([N:12]2[C:20]3[C:15](=[CH:16][C:17]([O:21][C:22]4[C:23]5[CH2:31][CH2:30][N:29]([C:73](=[O:74])[CH2:72][CH2:71][N:70]([CH2:76][CH3:77])[CH2:68][CH3:69])[CH2:28][C:24]=5[N:25]=[CH:26][N:27]=4)=[CH:18][CH:19]=3)[CH:14]=[CH:13]2)=[O:11])[CH:6]=[CH:7][CH:8]=1. The yield is 0.00100. (2) The reactants are [CH3:1][O:2][C:3]1[C:4]([CH3:34])=[C:5]([C:25]([O:32][CH3:33])=[C:26]([O:30][CH3:31])[C:27]=1[O:28][CH3:29])[CH2:6][C:7]1[CH:8]=[CH:9][C:10]([O:17]CC2C=CC=CC=2)=[C:11]([CH:16]=1)[C:12]([O:14][CH3:15])=[O:13].[H][H]. The catalyst is CO.[C].[Pd]. The product is [CH3:1][O:2][C:3]1[C:4]([CH3:34])=[C:5]([C:25]([O:32][CH3:33])=[C:26]([O:30][CH3:31])[C:27]=1[O:28][CH3:29])[CH2:6][C:7]1[CH:8]=[CH:9][C:10]([OH:17])=[C:11]([CH:16]=1)[C:12]([O:14][CH3:15])=[O:13]. The yield is 0.920. (3) The reactants are [Cl:1][C:2]1[CH:3]=[CH:4][C:5]([NH:8][C:9]([C:11]2[CH:16]=[C:15]([Cl:17])[CH:14]=[CH:13][C:12]=2[NH:18][C:19]([C:21]2[CH:26]=[CH:25][C:24]([S:27]([CH3:30])(=[NH:29])=[O:28])=[CH:23][CH:22]=2)=[O:20])=[O:10])=[N:6][CH:7]=1.[H-].[Na+].I[CH2:34][C:35]([NH2:37])=[O:36]. The catalyst is CN(C=O)C. The product is [Cl:1][C:2]1[CH:3]=[CH:4][C:5]([NH:8][C:9]([C:11]2[CH:16]=[C:15]([Cl:17])[CH:14]=[CH:13][C:12]=2[NH:18][C:19]([C:21]2[CH:26]=[CH:25][C:24]([S:27]([CH3:30])(=[N:29][CH2:34][C:35](=[O:36])[NH2:37])=[O:28])=[CH:23][CH:22]=2)=[O:20])=[O:10])=[N:6][CH:7]=1. The yield is 0.160. (4) The reactants are [CH3:1][O:2][C:3]1[CH:8]=[CH:7][C:6]([C:9]2[C:14]3[CH:15]=[CH:16][S:17][C:13]=3[CH:12]=[CH:11][CH:10]=2)=[CH:5][CH:4]=1.C(Cl)Cl.C(=O)=O.[Br:24]Br. The catalyst is CC(C)=O.O. The product is [Br:24][C:12]1[C:13]2[S:17][CH:16]=[CH:15][C:14]=2[C:9]([C:6]2[CH:7]=[CH:8][C:3]([O:2][CH3:1])=[CH:4][CH:5]=2)=[CH:10][CH:11]=1. The yield is 0.530. (5) The reactants are [C:1]1([C:7]2[NH:8][C:9]3[C:14]([CH:15]=2)=[CH:13][CH:12]=[CH:11][CH:10]=3)[CH:6]=[CH:5][CH:4]=[CH:3][CH:2]=1.[H-].[Na+].Br[CH2:19][C:20]1[CH:29]=[CH:28][C:23]([C:24]([O:26][CH3:27])=[O:25])=[CH:22][CH:21]=1.C(O)(=O)CC(CC(O)=O)(C(O)=O)O. The catalyst is O1CCCC1.CN(C)C=O. The product is [C:1]1([C:7]2[N:8]([CH2:19][C:20]3[CH:29]=[CH:28][C:23]([C:24]([O:26][CH3:27])=[O:25])=[CH:22][CH:21]=3)[C:9]3[C:14]([CH:15]=2)=[CH:13][CH:12]=[CH:11][CH:10]=3)[CH:6]=[CH:5][CH:4]=[CH:3][CH:2]=1. The yield is 0.380. (6) The reactants are [Br:1][C:2]1[CH:3]=[C:4]([CH:8]=[C:9]([OH:11])[CH:10]=1)[C:5](O)=[O:6].C1[CH2:16][N:15]([P+](Br)(N2CCCC2)N2CCCC2)[CH2:14]C1.F[P-](F)(F)(F)(F)F.C(N(C(C)C)CC)(C)C.Cl.CNC. The catalyst is CN(C=O)C.C(OCC)(=O)C. The product is [Br:1][C:2]1[CH:3]=[C:4]([CH:8]=[C:9]([OH:11])[CH:10]=1)[C:5]([N:15]([CH3:16])[CH3:14])=[O:6]. The yield is 0.670.